This data is from Forward reaction prediction with 1.9M reactions from USPTO patents (1976-2016). The task is: Predict the product of the given reaction. (1) Given the reactants [CH2:1]([O:3][C:4]1[CH:5]=[C:6]([CH:15]=[CH:16][C:17]=1[O:18][CH3:19])[CH2:7][N:8]1[CH2:13][CH2:12][CH:11]([NH2:14])[CH2:10][CH2:9]1)[CH3:2].[H-].[Na+].[NH2:22][C:23]1[C:28]([C:29]#[N:30])=[CH:27][N:26]=[C:25](Cl)[N:24]=1, predict the reaction product. The product is: [NH2:22][C:23]1[C:28]([C:29]#[N:30])=[CH:27][N:26]=[C:25]([NH:14][CH:11]2[CH2:10][CH2:9][N:8]([CH2:7][C:6]3[CH:15]=[CH:16][C:17]([O:18][CH3:19])=[C:4]([O:3][CH2:1][CH3:2])[CH:5]=3)[CH2:13][CH2:12]2)[N:24]=1. (2) Given the reactants [H-].[Al+3].[Li+].[H-].[H-].[H-].C([O:9][C:10]([C:12]1[N:13]=[N:14][N:15]([C:17]2[CH:22]=[C:21]([F:23])[C:20]([N:24]3[CH2:29][CH2:28][S:27][CH2:26][CH2:25]3)=[C:19]([F:30])[CH:18]=2)[CH:16]=1)=O)C, predict the reaction product. The product is: [F:23][C:21]1[CH:22]=[C:17]([N:15]2[CH:16]=[C:12]([CH2:10][OH:9])[N:13]=[N:14]2)[CH:18]=[C:19]([F:30])[C:20]=1[N:24]1[CH2:29][CH2:28][S:27][CH2:26][CH2:25]1. (3) Given the reactants [S:1]1[CH:5]=[CH:4][CH:3]=[C:2]1[C:6]([C:8]1[CH:9]=[N:10][N:11]2[C:16]([C:17]3[CH:18]=[C:19]([C:23]4[CH:28]=[CH:27][C:26]([CH:29]=O)=[CH:25][CH:24]=4)[CH:20]=[CH:21][CH:22]=3)=[CH:15][CH:14]=[N:13][C:12]=12)=[O:7].[CH3:31][N:32]1[CH2:37][CH2:36][NH:35][CH2:34][CH2:33]1, predict the reaction product. The product is: [CH3:31][N:32]1[CH2:37][CH2:36][N:35]([CH2:29][C:26]2[CH:25]=[CH:24][C:23]([C:19]3[CH:20]=[CH:21][CH:22]=[C:17]([C:16]4[N:11]5[N:10]=[CH:9][C:8]([C:6]([C:2]6[S:1][CH:5]=[CH:4][CH:3]=6)=[O:7])=[C:12]5[N:13]=[CH:14][CH:15]=4)[CH:18]=3)=[CH:28][CH:27]=2)[CH2:34][CH2:33]1.